From a dataset of Forward reaction prediction with 1.9M reactions from USPTO patents (1976-2016). Predict the product of the given reaction. (1) The product is: [CH:9]1[CH:14]=[CH:13][C:12]([C:18]([OH:20])=[O:19])=[C:11]([C:21]2[C:22]3[CH:27]=[CH:26][C:25]([OH:28])=[CH:24][C:23]=3[O:29][C:30]3[C:31]=2[CH:32]=[CH:33][C:34]([CH:35]=3)=[O:36])[CH:10]=1.[C:16]([NH:1][C@H:2]([C:6]([O-:8])=[O:7])[CH:3]([CH3:5])[CH3:4])(=[S:17])[NH2:15].[NH2:1][C@H:2]([C:6]([OH:8])=[O:7])[CH:3]([CH3:5])[CH3:4]. Given the reactants [NH2:1][C@H:2]([C:6]([OH:8])=[O:7])[CH:3]([CH3:5])[CH3:4].[CH:9]1[C:14]([N:15]=[C:16]=[S:17])=[CH:13][C:12]2[C:18]([O:20][C:21]3([C:31]4[CH:32]=[CH:33][C:34]([OH:36])=[CH:35][C:30]=4[O:29][C:23]4[CH:24]=[C:25]([OH:28])[CH:26]=[CH:27][C:22]3=4)[C:11]=2[CH:10]=1)=[O:19], predict the reaction product. (2) Given the reactants [I:1][C:2]1[C:7]([OH:8])=[CH:6][CH:5]=[CH:4][N:3]=1.[S:9]1[CH:13]=[CH:12][C:11]([CH2:14][CH2:15]O)=[CH:10]1.C1(P(C2C=CC=CC=2)C2C=CC=CC=2)C=CC=CC=1.O1CCCC1.N(C(OC(C)C)=O)=NC(OC(C)C)=O, predict the reaction product. The product is: [I:1][C:2]1[C:7]([O:8][CH2:15][CH2:14][C:11]2[CH:12]=[CH:13][S:9][CH:10]=2)=[CH:6][CH:5]=[CH:4][N:3]=1.